From a dataset of Peptide-MHC class I binding affinity with 185,985 pairs from IEDB/IMGT. Regression. Given a peptide amino acid sequence and an MHC pseudo amino acid sequence, predict their binding affinity value. This is MHC class I binding data. (1) The peptide sequence is LPRRSLKAF. The MHC is HLA-B07:02 with pseudo-sequence HLA-B07:02. The binding affinity (normalized) is 0.757. (2) The peptide sequence is TLALEVARQK. The MHC is HLA-B54:01 with pseudo-sequence HLA-B54:01. The binding affinity (normalized) is 0. (3) The peptide sequence is DMRDNWRSEL. The MHC is H-2-Kb with pseudo-sequence H-2-Kb. The binding affinity (normalized) is 0. (4) The peptide sequence is KYAAAVAGL. The MHC is H-2-Dd with pseudo-sequence H-2-Dd. The binding affinity (normalized) is 0.235. (5) The peptide sequence is IIRTENRPL. The MHC is HLA-A01:01 with pseudo-sequence HLA-A01:01. The binding affinity (normalized) is 0.0847. (6) The peptide sequence is SLEYGANYFL. The MHC is HLA-A68:02 with pseudo-sequence HLA-A68:02. The binding affinity (normalized) is 0.140. (7) The binding affinity (normalized) is 0.0847. The peptide sequence is RVISDGYFK. The MHC is HLA-A01:01 with pseudo-sequence HLA-A01:01. (8) The peptide sequence is LLLEWLAEV. The MHC is HLA-A68:02 with pseudo-sequence HLA-A68:02. The binding affinity (normalized) is 0.462. (9) The peptide sequence is GLSFLNPEK. The MHC is HLA-A23:01 with pseudo-sequence HLA-A23:01. The binding affinity (normalized) is 0.0847.